From a dataset of Forward reaction prediction with 1.9M reactions from USPTO patents (1976-2016). Predict the product of the given reaction. (1) Given the reactants [CH3:1][N:2]([C:7]1[C:12]([N+:13]([O-])=O)=[CH:11][CH:10]=[CH:9][N:8]=1)[S:3]([CH3:6])(=[O:5])=[O:4].[H][H].C(OCC)(=O)C, predict the reaction product. The product is: [NH2:13][C:12]1[C:7]([N:2]([CH3:1])[S:3]([CH3:6])(=[O:5])=[O:4])=[N:8][CH:9]=[CH:10][CH:11]=1. (2) The product is: [CH3:37][C:5]1[N:4]=[N:3][N:2]([CH3:1])[C:6]=1[C:7]1[CH:19]=[N:18][C:17]2[C:16]3[CH:15]=[CH:14][C:13]([C:20]([OH:22])([CH3:21])[C:39]([F:41])([F:40])[F:38])=[C:12]([F:23])[C:11]=3[N:10]([C@@H:24]([CH:25]3[CH2:26][CH2:27][O:28][CH2:29][CH2:30]3)[C:31]3[CH:32]=[CH:33][CH:34]=[CH:35][CH:36]=3)[C:9]=2[CH:8]=1. Given the reactants [CH3:1][N:2]1[C:6]([C:7]2[CH:19]=[N:18][C:17]3[C:16]4[CH:15]=[CH:14][C:13]([C:20](=[O:22])[CH3:21])=[C:12]([F:23])[C:11]=4[N:10]([C@H:24]([C:31]4[CH:36]=[CH:35][CH:34]=[CH:33][CH:32]=4)[CH:25]4[CH2:30][CH2:29][O:28][CH2:27][CH2:26]4)[C:9]=3[CH:8]=2)=[C:5]([CH3:37])[N:4]=[N:3]1.[F:38][C:39]([Si](C)(C)C)([F:41])[F:40].CCCC[N+](CCCC)(CCCC)CCCC.[F-].Cl, predict the reaction product.